This data is from Tyrosyl-DNA phosphodiesterase HTS with 341,365 compounds. The task is: Binary Classification. Given a drug SMILES string, predict its activity (active/inactive) in a high-throughput screening assay against a specified biological target. (1) The compound is O(C(C(=O)NCc1ccccc1)C)C(=O)c1ncc(nc1)C. The result is 0 (inactive). (2) The compound is Clc1c(CSc2c(scc2)C(=O)NC)c(Cl)ccc1. The result is 0 (inactive). (3) The drug is O=C(N\N=C1\CCN(CC1)Cc1ccccc1)CCCCC. The result is 0 (inactive). (4) The compound is S=C1NC(C(=O)N2CCC(CC2)(CCCc2ccccc2)C(OCC)=O)CC(N1)C. The result is 0 (inactive). (5) The drug is S(=O)(=O)(N(CCc1ccccc1)CC(=O)Nc1c(ccc(c1)C)C)c1ccc(OC)cc1. The result is 0 (inactive). (6) The drug is s1c(C(N(C)C)CNC(=O)c2cc(S(=O)(=O)NC)ccc2)ccc1. The result is 0 (inactive). (7) The drug is s1c2c(CC(OC2)(C)C)c(c1NC(=O)C(=O)NCCCN1CCOCC1)C#N. The result is 0 (inactive).